This data is from NCI-60 drug combinations with 297,098 pairs across 59 cell lines. The task is: Regression. Given two drug SMILES strings and cell line genomic features, predict the synergy score measuring deviation from expected non-interaction effect. (1) Cell line: IGROV1. Synergy scores: CSS=22.8, Synergy_ZIP=2.64, Synergy_Bliss=5.90, Synergy_Loewe=4.26, Synergy_HSA=5.12. Drug 2: C1=NC2=C(N=C(N=C2N1C3C(C(C(O3)CO)O)O)F)N. Drug 1: CC(CN1CC(=O)NC(=O)C1)N2CC(=O)NC(=O)C2. (2) Drug 1: CC1C(C(CC(O1)OC2CC(OC(C2O)C)OC3=CC4=CC5=C(C(=O)C(C(C5)C(C(=O)C(C(C)O)O)OC)OC6CC(C(C(O6)C)O)OC7CC(C(C(O7)C)O)OC8CC(C(C(O8)C)O)(C)O)C(=C4C(=C3C)O)O)O)O. Drug 2: CN1C2=C(C=C(C=C2)N(CCCl)CCCl)N=C1CCCC(=O)O.Cl. Cell line: SK-MEL-28. Synergy scores: CSS=37.3, Synergy_ZIP=0.266, Synergy_Bliss=0.534, Synergy_Loewe=-45.3, Synergy_HSA=-0.329.